From a dataset of Reaction yield outcomes from USPTO patents with 853,638 reactions. Predict the reaction yield, written as a fraction of the theoretical maximum amount of product (1.0 means a 100% yield; for example, 0.34 means a 34% yield). (1) The reactants are [Br:1][C:2]1[CH:3]=[C:4]([C:9]2[O:13][N:12]=[CH:11][C:10]=2[C:14](OCC)=[O:15])[CH:5]=[CH:6][C:7]=1[Cl:8].[H-].C([Al+]CC(C)C)C(C)C.Cl. The catalyst is O1CCCC1. The product is [Br:1][C:2]1[CH:3]=[C:4]([C:9]2[O:13][N:12]=[CH:11][C:10]=2[CH2:14][OH:15])[CH:5]=[CH:6][C:7]=1[Cl:8]. The yield is 0.940. (2) The reactants are [CH3:1][O:2][C:3]1[CH:8]=[CH:7][CH:6]=[CH:5][C:4]=1[NH:9][C:10]1[CH:18]=[CH:17][CH:16]=[C:12]([C:13]([OH:15])=O)[C:11]=1[C:19]([OH:21])=O.Cl.[NH2:23][CH:24]1[CH2:30][CH2:29][C:28](=[O:31])[NH:27][C:25]1=[O:26]. The catalyst is N1C=CC=CC=1. The product is [CH3:1][O:2][C:3]1[CH:8]=[CH:7][CH:6]=[CH:5][C:4]=1[NH:9][C:10]1[CH:18]=[CH:17][CH:16]=[C:12]2[C:11]=1[C:19](=[O:21])[N:23]([CH:24]1[CH2:30][CH2:29][C:28](=[O:31])[NH:27][C:25]1=[O:26])[C:13]2=[O:15]. The yield is 0.920. (3) The reactants are [NH2:1][C:2]1[CH:7]=[CH:6][C:5]([C:8]2[C:9]([NH2:24])=[N:10][C:11]([NH2:23])=[N:12][C:13]=2[CH2:14][O:15][CH2:16][C:17]2[CH:22]=[CH:21][CH:20]=[CH:19][CH:18]=2)=[CH:4][CH:3]=1.[Cl:25][C:26]1[CH:34]=[CH:33][C:29]([C:30](O)=[O:31])=[CH:28][CH:27]=1.CN(C(ON1N=NC2C=CC=CC1=2)=[N+](C)C)C.[B-](F)(F)(F)F.CCN(CC)CC. The catalyst is CN(C=O)C. The product is [Cl:25][C:26]1[CH:34]=[CH:33][C:29]([C:30]([NH:1][C:2]2[CH:7]=[CH:6][C:5]([C:8]3[C:9]([NH2:24])=[N:10][C:11]([NH2:23])=[N:12][C:13]=3[CH2:14][O:15][CH2:16][C:17]3[CH:22]=[CH:21][CH:20]=[CH:19][CH:18]=3)=[CH:4][CH:3]=2)=[O:31])=[CH:28][CH:27]=1. The yield is 0.350.